This data is from Forward reaction prediction with 1.9M reactions from USPTO patents (1976-2016). The task is: Predict the product of the given reaction. (1) Given the reactants [CH3:1][O:2][C:3](=[O:44])[C@@H:4]([NH:14][C:15]([C:17]1[N:18]=[C:19]([CH2:38][CH:39]2[CH2:43][CH2:42][CH2:41][CH2:40]2)[C:20]2[C:25]([CH:26]=1)=[CH:24][CH:23]=[C:22]([O:27][C:28]1[CH:33]=[CH:32][C:31]([C:34]([CH3:37])([CH3:36])[CH3:35])=[CH:30][CH:29]=1)[CH:21]=2)=[O:16])[CH2:5][C:6]1[S:7][C:8]([CH:11]=[CH:12][CH3:13])=[CH:9][CH:10]=1, predict the reaction product. The product is: [C:34]([C:31]1[CH:30]=[CH:29][C:28]([O:27][C:22]2[CH:21]=[C:20]3[C:25]([CH:26]=[C:17]([C:15]([NH:14][C@@H:4]([CH2:5][C:6]4[S:7][C:8]([CH2:11][CH2:12][CH3:13])=[CH:9][CH:10]=4)[C:3]([OH:44])=[O:2])=[O:16])[N:18]=[C:19]3[CH2:38][CH:39]3[CH2:40][CH2:41][CH2:42][CH2:43]3)=[CH:24][CH:23]=2)=[CH:33][CH:32]=1)([CH3:36])([CH3:35])[CH3:37].[CH3:1][O:2][C:3](=[O:44])[C@@H:4]([NH:14][C:15]([C:17]1[N:18]=[C:19]([CH2:38][CH:39]2[CH2:43][CH2:42][CH2:41][CH2:40]2)[C:20]2[C:25]([CH:26]=1)=[CH:24][CH:23]=[C:22]([O:27][C:28]1[CH:29]=[CH:30][C:31]([C:34]([CH3:36])([CH3:37])[CH3:35])=[CH:32][CH:33]=1)[CH:21]=2)=[O:16])[CH2:5][C:6]1[S:7][C:8]([CH2:11][CH2:12][CH3:13])=[CH:9][CH:10]=1. (2) Given the reactants Br[C:2]1[CH:7]=[CH:6][N:5]=[CH:4][C:3]=1[CH2:8][OH:9].[C:10]([C:12]1[CH:13]=[C:14](B(O)O)[CH:15]=[CH:16][CH:17]=1)#[N:11].C([O-])([O-])=O.[Na+].[Na+], predict the reaction product. The product is: [OH:9][CH2:8][C:3]1[CH:4]=[N:5][CH:6]=[CH:7][C:2]=1[C:16]1[CH:17]=[C:12]([CH:13]=[CH:14][CH:15]=1)[C:10]#[N:11].